Dataset: Full USPTO retrosynthesis dataset with 1.9M reactions from patents (1976-2016). Task: Predict the reactants needed to synthesize the given product. Given the product [C:55]([O:58][C@@H:59]([CH3:63])[C:60]([N:28]([CH2:29][C@H:30]1[C@@H:34]([F:35])[CH2:33][N:32]([C:36]([O:38][CH2:39][C:40]2[CH:45]=[CH:44][CH:43]=[CH:42][CH:41]=2)=[O:37])[CH2:31]1)[C@@H:21]([C:9]1[N:8]([CH2:1][C:2]2[CH:7]=[CH:6][CH:5]=[CH:4][CH:3]=2)[CH:12]=[C:11]([C:13]2[CH:18]=[C:17]([F:19])[CH:16]=[CH:15][C:14]=2[F:20])[N:10]=1)[CH:22]1[CH2:27][CH2:26][O:25][CH2:24][CH2:23]1)=[O:61])(=[O:57])[CH3:56], predict the reactants needed to synthesize it. The reactants are: [CH2:1]([N:8]1[CH:12]=[C:11]([C:13]2[CH:18]=[C:17]([F:19])[CH:16]=[CH:15][C:14]=2[F:20])[N:10]=[C:9]1[C@H:21]([NH:28][CH2:29][C@H:30]1[C@@H:34]([F:35])[CH2:33][N:32]([C:36]([O:38][CH2:39][C:40]2[CH:45]=[CH:44][CH:43]=[CH:42][CH:41]=2)=[O:37])[CH2:31]1)[CH:22]1[CH2:27][CH2:26][O:25][CH2:24][CH2:23]1)[C:2]1[CH:7]=[CH:6][CH:5]=[CH:4][CH:3]=1.C(N(C(C)C)C(C)C)C.[C:55]([O:58][C@@H:59]([CH3:63])[C:60](Cl)=[O:61])(=[O:57])[CH3:56].